From a dataset of Full USPTO retrosynthesis dataset with 1.9M reactions from patents (1976-2016). Predict the reactants needed to synthesize the given product. (1) Given the product [NH2:1][C:2]1[N:10]=[CH:9][N:8]=[C:7]2[C:3]=1[N:4]=[CH:5][N:6]2[C@@H:11]1[O:12][C@H:13]([CH2:21][N:22]([CH3:41])[C:23](=[O:40])[CH2:24][CH2:25][NH:26][C:27]([NH:29][C:30]2[CH:35]=[CH:34][C:33]([C:36]([CH3:39])([CH3:37])[CH3:38])=[CH:32][CH:31]=2)=[O:28])[C@@H:14]([OH:18])[C@H:15]1[OH:16], predict the reactants needed to synthesize it. The reactants are: [NH2:1][C:2]1[N:10]=[CH:9][N:8]=[C:7]2[C:3]=1[N:4]=[CH:5][N:6]2[C@H:11]1[C@@H:15]2[O:16]C(C)(C)[O:18][C@@H:14]2[C@@H:13]([CH2:21][N:22]([CH3:41])[C:23](=[O:40])[CH2:24][CH2:25][NH:26][C:27]([NH:29][C:30]2[CH:35]=[CH:34][C:33]([C:36]([CH3:39])([CH3:38])[CH3:37])=[CH:32][CH:31]=2)=[O:28])[O:12]1.C([O-])([O-])=O.[K+].[K+].O. (2) Given the product [NH2:12][C@@H:13]1[CH2:19][CH2:18][C@@H:17]2[N:20]([CH2:21][C:22]3[CH:23]=[CH:24][CH:25]=[CH:26][CH:27]=3)[C@@:14]1([C:37]1[CH:42]=[CH:41][CH:40]=[CH:39][CH:38]=1)[CH2:15][CH2:16]2, predict the reactants needed to synthesize it. The reactants are: [Li].C1C2C(=CC=CC=2)C=CC=1.[NH2:12][C@@H:13]1[CH2:19][CH2:18][C@@H:17]2[N:20]([CH2:21][C:22]3[CH:27]=[CH:26][CH:25]=[CH:24][CH:23]=3)[C@@:14]1([C:37]1[CH:42]=[CH:41][CH:40]=[CH:39][CH:38]=1)[CH2:15][C@H:16]2S(C1C=CC=CC=1)(=O)=O. (3) Given the product [CH:32]1([CH2:30][N:25]2[CH2:24][C:23]3[C:27](=[CH:28][CH:29]=[C:21]([C:18]4[CH:19]=[C:20]5[C:15](=[C:16]([C:33]([NH2:35])=[O:34])[CH:17]=4)[NH:14][CH:13]=[C:12]5[CH:9]4[CH2:10][CH2:11][N:6]([S:3]([CH2:1][CH3:2])(=[O:5])=[O:4])[CH2:7][CH2:8]4)[CH:22]=3)[CH2:26]2)[CH2:37][CH2:36]1, predict the reactants needed to synthesize it. The reactants are: [CH2:1]([S:3]([N:6]1[CH2:11][CH2:10][CH:9]([C:12]2[C:20]3[C:15](=[C:16]([C:33]([NH2:35])=[O:34])[CH:17]=[C:18]([C:21]4[CH:22]=[C:23]5[C:27](=[CH:28][CH:29]=4)[CH2:26][N:25]([CH:30]([CH3:32])C)[CH2:24]5)[CH:19]=3)[NH:14][CH:13]=2)[CH2:8][CH2:7]1)(=[O:5])=[O:4])[CH3:2].[CH3:36][C:37](=O)C. (4) Given the product [O:12]1[CH2:13][CH2:14][O:15][C:10]2[CH:9]=[C:8](/[C:3](=[CH:22]\[CH:23]=[CH:24]/[C:20]([O:19][CH3:18])=[O:21])/[C:4]([O:6][CH3:7])=[O:5])[CH:17]=[CH:16][C:11]1=2, predict the reactants needed to synthesize it. The reactants are: [N+](=[C:3]([C:8]1[CH:17]=[CH:16][C:11]2[O:12][CH2:13][CH2:14][O:15][C:10]=2[CH:9]=1)[C:4]([O:6][CH3:7])=[O:5])=[N-].[CH3:18][O:19][C:20]1[O:21][CH:22]=[CH:23][CH:24]=1. (5) Given the product [C:1]1([S:7]([N:10]2[C:14]3=[N:15][CH:16]=[CH:17][CH:18]=[C:13]3[CH:12]=[C:11]2[C:19]([C:43]2[CH:44]=[CH:45][C:40]([C:37](=[O:39])[CH3:38])=[CH:41][CH:42]=2)=[CH:20][CH:21]2[CH2:25][CH2:24][CH2:23][CH2:22]2)(=[O:9])=[O:8])[CH:2]=[CH:3][CH:4]=[CH:5][CH:6]=1, predict the reactants needed to synthesize it. The reactants are: [C:1]1([S:7]([N:10]2[C:14]3=[N:15][CH:16]=[CH:17][CH:18]=[C:13]3[CH:12]=[C:11]2[C:19](OS(C2C=CC(C)=CC=2)(=O)=O)=[CH:20][CH:21]2[CH2:25][CH2:24][CH2:23][CH2:22]2)(=[O:9])=[O:8])[CH:6]=[CH:5][CH:4]=[CH:3][CH:2]=1.[C:37]([C:40]1[CH:45]=[CH:44][C:43](B(O)O)=[CH:42][CH:41]=1)(=[O:39])[CH3:38].C(=O)([O-])[O-].[Na+].[Na+]. (6) Given the product [CH:24]1[C:21]2=[C:22]3[C:17](=[CH:18][CH:19]=[C:20]2[NH:26][CH:25]=1)[NH:16][CH:15]([C:13]([O:12][CH2:11][CH2:10][C:7]1[CH:8]=[CH:9][C:4]([N+:1]([O-:3])=[O:2])=[CH:5][CH:6]=1)=[O:14])[CH2:23]3, predict the reactants needed to synthesize it. The reactants are: [N+:1]([C:4]1[CH:9]=[CH:8][C:7]([CH2:10][CH2:11][O:12][C:13]([CH:15]2[CH2:23][C:22]3[C:17](=[CH:18][CH:19]=[C:20]4[N:26](C(OC(C)(C)C)=O)[CH:25]=[CH:24][C:21]4=3)[NH:16]2)=[O:14])=[CH:6][CH:5]=1)([O-:3])=[O:2].FC(F)(F)C(O)=O. (7) Given the product [CH3:25][N:26]([CH3:38])[C:27]1[CH:34]=[C:31]([CH2:32][N:11]([CH3:10])[CH2:12][CH2:13][C:14]2[CH:15]=[CH:16][C:17]([N+:20]([O-:22])=[O:21])=[CH:18][CH:19]=2)[CH:30]=[C:29]([O:35][CH3:36])[C:28]=1[OH:37], predict the reactants needed to synthesize it. The reactants are: CN(C)C1C=CC(O)=C([CH2:10][N:11](C)[CH2:12][CH2:13][C:14]2[CH:19]=[CH:18][C:17]([N+:20]([O-:22])=[O:21])=[CH:16][CH:15]=2)C=1.[CH3:25][N:26]([CH3:38])[C:27]1[C:28]([OH:37])=[C:29]([O:35][CH3:36])[CH:30]=[C:31]([CH:34]=1)[CH:32]=O.CN(C)C1C=C(OC)C(O)=C(C=1)C=O. (8) Given the product [Cl:1][C:2]1[N:3]=[CH:4][C:5]2[CH2:9][N:10]([C:19]3[C:20]([F:30])=[C:21]([O:28][CH3:29])[CH:22]=[C:23]([O:26][CH3:27])[C:24]=3[F:25])[C:11](=[O:18])[CH:12]([C:13]([O:15][CH2:16][CH3:17])=[O:14])[C:6]=2[N:7]=1, predict the reactants needed to synthesize it. The reactants are: [Cl:1][C:2]1[N:7]=[C:6](Cl)[C:5]([CH2:9][N:10]([C:19]2[C:24]([F:25])=[C:23]([O:26][CH3:27])[CH:22]=[C:21]([O:28][CH3:29])[C:20]=2[F:30])[C:11](=[O:18])[CH2:12][C:13]([O:15][CH2:16][CH3:17])=[O:14])=[CH:4][N:3]=1.C(N=P1(N(CC)CC)N(C)CCCN1C)(C)(C)C. (9) Given the product [Cl:1][C:2]1[CH:30]=[CH:29][C:5]([CH2:6][NH:7][C:8]([C:10]2[C:19](=[O:20])[C:18]3[C:13](=[C:14]([F:28])[CH:15]=[C:16]([CH2:21][N:22]4[CH2:27][CH2:26][O:25][CH2:24][CH2:23]4)[CH:17]=3)[N:12]([CH2:43][C:44]([O:46][CH3:47])=[O:45])[CH:11]=2)=[O:9])=[CH:4][CH:3]=1, predict the reactants needed to synthesize it. The reactants are: [Cl:1][C:2]1[CH:30]=[CH:29][C:5]([CH2:6][NH:7][C:8]([C:10]2[CH:11]=[N:12][C:13]3[C:18]([C:19]=2[OH:20])=[CH:17][C:16]([CH2:21][N:22]2[CH2:27][CH2:26][O:25][CH2:24][CH2:23]2)=[CH:15][C:14]=3[F:28])=[O:9])=[CH:4][CH:3]=1.CN(C)C=O.C(=O)([O-])[O-].[K+].[K+].Br[CH2:43][C:44]([O:46][CH3:47])=[O:45].